This data is from Forward reaction prediction with 1.9M reactions from USPTO patents (1976-2016). The task is: Predict the product of the given reaction. Given the reactants [N:1]1[CH:6]=[CH:5][CH:4]=[CH:3][C:2]=1[CH2:7][C:8]12[CH2:27][CH2:26][C:21]3([O:25][CH2:24][CH2:23][O:22]3)[CH2:20][CH:9]1[CH2:10][CH2:11][CH2:12][C:13]1[CH:18]=[C:17]([OH:19])[N:16]=[CH:15][C:14]=12.[F:28][C:29]([F:42])([F:41])[S:30](O[S:30]([C:29]([F:42])([F:41])[F:28])(=[O:32])=[O:31])(=[O:32])=[O:31].C([O-])(O)=O.[Na+], predict the reaction product. The product is: [F:28][C:29]([F:42])([F:41])[S:30]([O:19][C:17]1[N:16]=[CH:15][C:14]2[C:8]3([CH2:7][C:2]4[CH:3]=[CH:4][CH:5]=[CH:6][N:1]=4)[CH2:27][CH2:26][C:21]4([O:25][CH2:24][CH2:23][O:22]4)[CH2:20][CH:9]3[CH2:10][CH2:11][CH2:12][C:13]=2[CH:18]=1)(=[O:32])=[O:31].